Dataset: Full USPTO retrosynthesis dataset with 1.9M reactions from patents (1976-2016). Task: Predict the reactants needed to synthesize the given product. (1) Given the product [O:12]=[C:4]1[N:3]([C:13]2[CH:14]=[CH:15][C:16]([O:19][CH2:20][C:21]([F:24])([F:23])[F:22])=[CH:17][CH:18]=2)[C:2]([S:1][CH2:34][C:33]([N:32]([CH2:37][CH3:38])[CH2:30][CH3:31])=[O:36])=[N:7][C:6]2[NH:8][C:9](=[O:11])[CH2:10][C:5]1=2, predict the reactants needed to synthesize it. The reactants are: [S:1]=[C:2]1[NH:7][C:6]2[NH:8][C:9](=[O:11])[CH2:10][C:5]=2[C:4](=[O:12])[N:3]1[C:13]1[CH:18]=[CH:17][C:16]([O:19][CH2:20][C:21]([F:24])([F:23])[F:22])=[CH:15][CH:14]=1.C(=O)([O-])O.[Na+].[CH2:30]([N:32]([CH2:37][CH3:38])[C:33](=[O:36])[CH2:34]Cl)[CH3:31].C(#N)C. (2) The reactants are: [N:1]1([C:6]2[CH:11]=[CH:10][C:9]([C:12]3[N:16]([C:17]4[CH:22]=[CH:21][C:20]([C:23](=[O:25])[NH2:24])=[CH:19][C:18]=4[CH3:26])[C:15]([CH2:27][CH2:28][C:29]([O-:31])=[O:30])=[CH:14][CH:13]=3)=[CH:8][CH:7]=2)[CH:5]=[CH:4][N:3]=[CH:2]1.O[Li].O. Given the product [N:1]1([C:6]2[CH:11]=[CH:10][C:9]([C:12]3[N:16]([C:17]4[CH:22]=[CH:21][C:20]([C:23](=[O:25])[NH2:24])=[CH:19][C:18]=4[CH3:26])[C:15]([CH2:27][CH2:28][C:29]([OH:31])=[O:30])=[CH:14][CH:13]=3)=[CH:8][CH:7]=2)[CH:5]=[CH:4][N:3]=[CH:2]1, predict the reactants needed to synthesize it. (3) The reactants are: Cl.[NH2:2][CH2:3][C@H:4]([NH:9][C:10]([O:12][CH2:13][C:14]1[CH:19]=[CH:18][CH:17]=[CH:16][CH:15]=1)=[O:11])[C:5]([O:7][CH3:8])=[O:6].CCN(C(C)C)C(C)C.Br[CH2:30][C:31]([O:33][CH2:34][C:35]1[CH:40]=[CH:39][CH:38]=[CH:37][CH:36]=1)=[O:32]. Given the product [CH2:34]([O:33][C:31](=[O:32])[CH2:30][NH:2][CH2:3][C@H:4]([NH:9][C:10]([O:12][CH2:13][C:14]1[CH:15]=[CH:16][CH:17]=[CH:18][CH:19]=1)=[O:11])[C:5]([O:7][CH3:8])=[O:6])[C:35]1[CH:40]=[CH:39][CH:38]=[CH:37][CH:36]=1, predict the reactants needed to synthesize it. (4) Given the product [S:24]([O:1][CH2:2][CH:3]1[CH2:8][CH2:7][N:6]([C:9]2[CH:14]=[CH:13][C:12]([N+:15]([O-:17])=[O:16])=[CH:11][CH:10]=2)[CH2:5][CH2:4]1)([C:21]1[CH:22]=[CH:23][C:18]([CH3:28])=[CH:19][CH:20]=1)(=[O:26])=[O:25], predict the reactants needed to synthesize it. The reactants are: [OH:1][CH2:2][CH:3]1[CH2:8][CH2:7][N:6]([C:9]2[CH:14]=[CH:13][C:12]([N+:15]([O-:17])=[O:16])=[CH:11][CH:10]=2)[CH2:5][CH2:4]1.[C:18]1([CH3:28])[CH:23]=[CH:22][C:21]([S:24](Cl)(=[O:26])=[O:25])=[CH:20][CH:19]=1.O. (5) Given the product [C:1]([O:6][CH2:7][CH2:8][S:9][CH2:10][C:11]([OH:13])=[O:12])(=[O:5])[C:2]([CH3:4])=[CH2:3], predict the reactants needed to synthesize it. The reactants are: [C:1]([O:6][CH2:7][CH2:8][S:9][CH2:10][C:11]([O:13]C(C)(C)C)=[O:12])(=[O:5])[C:2]([CH3:4])=[CH2:3].COC1C=CC(O)=CC=1.C(Cl)(Cl)Cl.CO.CC(O)=O. (6) Given the product [Cl:33][C:20]1[C:21]([O:23][C:24]2[CH:29]=[CH:28][CH:27]=[CH:26][C:25]=2[N+:30]([O-:32])=[O:31])=[CH:22][C:17]([N:16]2[C:15](=[O:35])[CH:14]=[C:13]([C:36]([F:38])([F:39])[F:37])[N:12]=[C:11]2[O:1][N:2]=[C:3]([O:5][CH2:6][CH3:7])[CH3:4])=[C:18]([F:34])[CH:19]=1, predict the reactants needed to synthesize it. The reactants are: [OH:1][N:2]=[C:3]([O:5][CH2:6][CH3:7])[CH3:4].[H-].[Na+].Cl[C:11]1[N:16]([C:17]2[CH:22]=[C:21]([O:23][C:24]3[CH:29]=[CH:28][CH:27]=[CH:26][C:25]=3[N+:30]([O-:32])=[O:31])[C:20]([Cl:33])=[CH:19][C:18]=2[F:34])[C:15](=[O:35])[CH:14]=[C:13]([C:36]([F:39])([F:38])[F:37])[N:12]=1.O. (7) Given the product [C:1]([O:5][C:6](=[O:19])[N:7]([CH2:16][CH2:17][CH2:18][S:20][CH2:21][CH2:22][OH:23])[CH2:8][CH2:9][C:10]1[CH:11]=[CH:12][CH:13]=[CH:14][CH:15]=1)([CH3:3])([CH3:2])[CH3:4], predict the reactants needed to synthesize it. The reactants are: [C:1]([O:5][C:6](=[O:19])[N:7]([CH2:16][CH:17]=[CH2:18])[CH2:8][CH2:9][C:10]1[CH:15]=[CH:14][CH:13]=[CH:12][CH:11]=1)([CH3:4])([CH3:3])[CH3:2].[SH:20][CH2:21][CH2:22][OH:23]. (8) Given the product [CH3:25][C:24]1[C:19]([N:18]([C@@H:26]2[CH2:31][CH2:30][CH2:29][NH:28][CH2:27]2)[C:16](=[O:17])[C:15]2[CH:39]=[CH:40][C:12]([C:5]3[CH:4]=[N:3][N:2]([CH3:1])[C:6]=3[C:7]3[N:8]=[N:9][NH:10][N:11]=3)=[CH:13][CH:14]=2)=[N:20][CH:21]=[CH:22][CH:23]=1, predict the reactants needed to synthesize it. The reactants are: [CH3:1][N:2]1[C:6]([C:7]2[N:8]=[N:9][NH:10][N:11]=2)=[C:5]([C:12]2[CH:40]=[CH:39][C:15]([C:16]([N:18]([C@@H:26]3[CH2:31][CH2:30][CH2:29][N:28](C(OC(C)(C)C)=O)[CH2:27]3)[C:19]3[C:24]([CH3:25])=[CH:23][CH:22]=[CH:21][N:20]=3)=[O:17])=[CH:14][CH:13]=2)[CH:4]=[N:3]1.Cl.O1CCOCC1.